This data is from Reaction yield outcomes from USPTO patents with 853,638 reactions. The task is: Predict the reaction yield, written as a fraction of the theoretical maximum amount of product (1.0 means a 100% yield; for example, 0.34 means a 34% yield). The reactants are [CH2:1]([NH:3][C:4](=[O:12])[C:5]1[CH:10]=[CH:9][C:8](F)=[CH:7][CH:6]=1)[CH3:2].[NH:13]1[CH2:18][CH2:17][NH:16][CH2:15][CH2:14]1. No catalyst specified. The product is [CH2:1]([NH:3][C:4](=[O:12])[C:5]1[CH:10]=[CH:9][C:8]([N:13]2[CH2:18][CH2:17][NH:16][CH2:15][CH2:14]2)=[CH:7][CH:6]=1)[CH3:2]. The yield is 0.770.